From a dataset of Experimentally validated miRNA-target interactions with 360,000+ pairs, plus equal number of negative samples. Binary Classification. Given a miRNA mature sequence and a target amino acid sequence, predict their likelihood of interaction. (1) The miRNA is hsa-miR-4709-5p with sequence ACAACAGUGACUUGCUCUCCAA. The protein sequence of the target gene is MSGHSPTRGAMQVAMNGKARKEAVQTAAKELLKFVNRSPSPFHAVAECRNRLLQAGFSELKETEKWNIKPESKYFMTRNSSTIIAFAVGGQYVPGNGFSLIGAHTDSPCLRVKRRSRRSQVGFQQVGVETYGGGIWSTWFDRDLTLAGRVIVKCPTSGRLEQQLVHVERPILRIPHLAIHLQRNINENFGPNTEMHLVPILATAIQEELEKGTPEPGPLNAVDERHHSVLMSLLCAHLGLSPKDIVEMELCLADTQPAVLGGAYDEFIFAPRLDNLHSCFCALQALIDSCAGPGSLATEP.... Result: 0 (no interaction). (2) The miRNA is hsa-miR-4653-3p with sequence UGGAGUUAAGGGUUGCUUGGAGA. The protein sequence of the target gene is MLRACQLSGVTVAAQSCLCGKFVLRPLRPCRRYSTSSSSGLTAGKIAGAGLLFVGGGIGGTILYAKWDSHFRESVEKTIPYSDKLFGMVLGSAPYTVPLPKKPVQSGPLKISSVSEVMKDSKLPVAQSQKTKGDTPASAASTGAAQIISAAGDTLSVPAPAVQHEDTIKTECPNTNEGKSTSETTEEAFSSSVRERPPEEVAARLAQQEKQEQVEMESLAKSLEDALNRTSSVTLQTITAQNAAVQAVKAHSNILKTAMDNSEIAGEKKSAQWRTVEGALKERRKAVDEAADALLKAKEE.... Result: 0 (no interaction). (3) The miRNA is cel-miR-1828 with sequence ACUGGAAGCAUUUAAGUGAUAGU. The protein sequence of the target gene is MPARCVAAHCGNTTKSGKSLFRFPKDRAVRLLWDRFVRGCRADWYGGNDRSVICSDHFAPACFDVSSVIQKNLRFSQRLRLVAGAVPTLHRVPAPAPKRGEEGDQAGRLDTRGELQAARHSEAAPGPVSCTRPRAGKQAAASQITCENELVQTQPHADNPSNTVTSVPTHCEEGPVHKSTQISLKRPRHRSVGIQAKVKAFGKRLCNATTQTEELWSRTSSLFDIYSSDSETDTDWDIKSEQSDLSYMAVQVKEETC. Result: 0 (no interaction). (4) The miRNA is hsa-miR-3657 with sequence UGUGUCCCAUUAUUGGUGAUU. The protein sequence of the target gene is MEFTASPKPQLSSRANAFSIAALMSSGGPKEKEAAENTIKPLEQFVEKSSCAQPLGELTSLDAHAEFGGGGGSPSSSSLCTEPLIPTTPIIPSEEMAKIACSLETKELWDKFHELGTEMIITKSGRRMFPTIRVSFSGVDPESKYIVLMDIVPVDNKRYRYAYHRSSWLVAGKADPPLPARLYVHPDSPFTGEQLLKQMVSFEKVKLTNNELDQHGHIILNSMHKYQPRVHIIKKKDHTASLLNLKSEEFRTFIFPETVFTAVTAYQNQLITKLKIDSNPFAKGFRDSSRLTDIERESVE.... Result: 0 (no interaction). (5) The miRNA is mmu-miR-466f-3p with sequence CAUACACACACACAUACACAC. The protein sequence of the target gene is MTCSLLPSEQSSGASFLPKSNASFPWGSLDEDELDDSLLEFSDGEEDDGHFSFTEEEIEMLLKDDDGGHNEYRPRKSQILPDIPQENSLYSLGPAAETPGFLKLPQLSTSVGHGPTPSKSLNRHFVLEKNLIKVTVVAPFNPTVCDPVLDKDKIDSSKETENPASLREQTREDDPQPNESKRCTEPEGVSPNTSAWDGPLLSSPSNNNIEQTASDKNIPESKKPTPVFSQISNHSEVPNRKNSGSHKSGCEVRIPVVSSSSNRHAFDKDSGEAKGERRLGKVIPVLQTRTRMFSQSELEK.... Result: 1 (interaction). (6) The miRNA is hsa-miR-4306 with sequence UGGAGAGAAAGGCAGUA. The protein sequence of the target gene is MAVNVYSTSVTSDNLSRHDMLAWINESLQLTLTKIEQLCSGAAYCQFMDMLFPGSVALKKVKFQAKLEHEYIQNFKVLQAGFKRMGVDKIIPVDKLVKGKFQDNFEFVQWFKKFFDANYDGKEYDPVAARQGQETVAPNLVAPVVNKPKKPLAPQRPIVAQRTPATPKGSTGMVKKAAGDDESAGLIEQINVLKLTVEDLEKERDFYFGKLRNIELICQENEGENDPVLQRIVEILYATDEGFVIPDEGAPQEEQEEY. Result: 0 (no interaction). (7) The miRNA is mmu-miR-423-3p with sequence AGCUCGGUCUGAGGCCCCUCAGU. The protein sequence of the target gene is MRVWVPVGVLTSLAYCFHQRRVALAEQRAPNGQRPVDRNLLELKMVQVVFRHGARSPLKPLPLEEQVEWNPKLLEIPPQTRFDYTVTNLAGGPKPHSHYDTEYRKTTLRGGVLAGQLTKVGMQQMFALGEKLRKNYVEDIPFLSPVYNPQEVFIRSTNMFRNLESTRCLLAGLFQHQKGSAVIHTDEASSEVLYPNYQSCWVLKEKTRGRKKAAISQPGISEDLEKVKTGVGINNGDDVDFFVLLDNVAAEQVHSLLNCPALERFAQLIEQRAVDMALYVVEQEDRESIQMAVGPFLHIL.... Result: 0 (no interaction).